This data is from Reaction yield outcomes from USPTO patents with 853,638 reactions. The task is: Predict the reaction yield, written as a fraction of the theoretical maximum amount of product (1.0 means a 100% yield; for example, 0.34 means a 34% yield). (1) The reactants are Cl.[CH:2]1([C:5]2[N:6]=[CH:7][C:8]([O:11][C@@H:12]3[CH2:22][N:15]4[C:16](=[O:21])[CH2:17][CH2:18][NH:19][CH2:20][C@H:14]4[CH2:13]3)=[N:9][CH:10]=2)[CH2:4][CH2:3]1.Cl[C:24]1[CH:29]=[CH:28][C:27]([C:30]([F:33])([F:32])[F:31])=[CH:26][N:25]=1.C(=O)([O-])[O-].[Na+].[Na+]. The catalyst is CS(C)=O.C(OCC)(=O)C. The product is [CH:2]1([C:5]2[N:6]=[CH:7][C:8]([O:11][C@@H:12]3[CH2:22][N:15]4[C:16](=[O:21])[CH2:17][CH2:18][N:19]([C:24]5[CH:29]=[CH:28][C:27]([C:30]([F:33])([F:32])[F:31])=[CH:26][N:25]=5)[CH2:20][C@H:14]4[CH2:13]3)=[N:9][CH:10]=2)[CH2:4][CH2:3]1. The yield is 0.400. (2) The reactants are [N+:1]([C:4]1[C:5]([NH:10][CH2:11][N:12]2[CH2:16][CH:15]([CH2:17][CH2:18][CH3:19])[CH2:14][C:13]2=[O:20])=[N:6][CH:7]=[CH:8][CH:9]=1)([O-])=O. The catalyst is [Pd].O.CO. The product is [NH2:1][C:4]1[C:5]([NH:10][CH2:11][N:12]2[CH2:16][CH:15]([CH2:17][CH2:18][CH3:19])[CH2:14][C:13]2=[O:20])=[N:6][CH:7]=[CH:8][CH:9]=1. The yield is 1.00. (3) The reactants are N1C=CC=CC=1.C(O[C:11](=[O:13])[CH3:12])(=O)C.[Br:14][C:15]1[CH:20]=[CH:19][C:18]([NH2:21])=[CH:17][CH:16]=1. The catalyst is C(Cl)Cl. The product is [Br:14][C:15]1[CH:20]=[CH:19][C:18]([NH:21][C:11](=[O:13])[CH3:12])=[CH:17][CH:16]=1. The yield is 0.695. (4) The reactants are C([O:8][C:9]1[CH:14]=[C:13]([O:15][CH2:16][O:17][CH3:18])[CH:12]=[CH:11][C:10]=1/[CH:19]=[CH:20]/[C:21]([O:23][CH2:24][CH3:25])=[O:22])C1C=CC=CC=1. The catalyst is O1CCCC1CCO.[C].[Pd]. The product is [OH:8][C:9]1[CH:14]=[C:13]([O:15][CH2:16][O:17][CH3:18])[CH:12]=[CH:11][C:10]=1[CH2:19][CH2:20][C:21]([O:23][CH2:24][CH3:25])=[O:22]. The yield is 0.950. (5) The reactants are [NH2:1][C:2]1[C:3]2[N:4]([C:8]([C@@H:27]3[CH2:31][CH2:30][CH2:29][NH:28]3)=[N:9][C:10]=2[C:11]2[CH:25]=[CH:24][C:14]([C:15]([NH:17][C:18]3[CH:23]=[CH:22][CH:21]=[CH:20][N:19]=3)=[O:16])=[C:13]([F:26])[CH:12]=2)[CH:5]=[CH:6][N:7]=1.[C:32](Cl)(=[O:35])[CH:33]=[CH2:34]. No catalyst specified. The product is [C:32]([N:28]1[CH2:29][CH2:30][CH2:31][C@H:27]1[C:8]1[N:4]2[CH:5]=[CH:6][N:7]=[C:2]([NH2:1])[C:3]2=[C:10]([C:11]2[CH:25]=[CH:24][C:14]([C:15]([NH:17][C:18]3[CH:23]=[CH:22][CH:21]=[CH:20][N:19]=3)=[O:16])=[C:13]([F:26])[CH:12]=2)[N:9]=1)(=[O:35])[CH:33]=[CH2:34]. The yield is 0.384. (6) The reactants are C(O)(=O)C.C(O)(=O)C.IC1C=CC=CC=1.[Cl:16][C:17]1[N:22]=[C:21]([N:23]2[CH2:28][CH2:27][O:26][CH2:25][C@H:24]2[CH3:29])[CH:20]=[C:19]([C:30]2([S:36]([CH3:38])=[O:37])[CH2:35][CH2:34][O:33][CH2:32][CH2:31]2)[N:18]=1.[O-2].[Mg+2].[F:41][C:42]([F:47])([F:46])[C:43]([NH2:45])=[O:44]. The catalyst is C(Cl)Cl.CC([O-])=O.CC([O-])=O.CC([O-])=O.CC([O-])=O.[Rh+2].[Rh+2]. The product is [Cl:16][C:17]1[N:18]=[C:19]([C:30]2([S:36]([CH3:38])(=[O:37])=[N:45][C:43](=[O:44])[C:42]([F:47])([F:46])[F:41])[CH2:31][CH2:32][O:33][CH2:34][CH2:35]2)[CH:20]=[C:21]([N:23]2[CH2:28][CH2:27][O:26][CH2:25][C@H:24]2[CH3:29])[N:22]=1. The yield is 0.880. (7) The reactants are [NH2:1][C:2]1[CH:7]=[CH:6][C:5]([N:8]2[C:14](=[O:15])[CH2:13][C:12](=[O:16])[NH:11][C:10]3[C:17]4[C:22]([CH:23]=[CH:24][C:9]2=3)=[CH:21][CH:20]=[CH:19][CH:18]=4)=[CH:4][CH:3]=1.[CH3:25][C:26]1[CH:34]=[CH:33][CH:32]=[C:31]([CH3:35])[C:27]=1[C:28](Cl)=[O:29].C(NC1C=CC(N2C(=O)CC(=O)NC3C4C(C=CC2=3)=CC=CC=4)=CC=1)(=O)C1C=CC=CC=1. No catalyst specified. The product is [CH3:25][C:26]1[CH:34]=[CH:33][CH:32]=[C:31]([CH3:35])[C:27]=1[C:28]([NH:1][C:2]1[CH:7]=[CH:6][C:5]([N:8]2[C:14](=[O:15])[CH2:13][C:12](=[O:16])[NH:11][C:10]3[C:17]4[C:22]([CH:23]=[CH:24][C:9]2=3)=[CH:21][CH:20]=[CH:19][CH:18]=4)=[CH:4][CH:3]=1)=[O:29]. The yield is 0.180.